Dataset: Forward reaction prediction with 1.9M reactions from USPTO patents (1976-2016). Task: Predict the product of the given reaction. (1) Given the reactants Br[C:2]1[CH:7]=[CH:6][C:5]([CH3:8])=[CH:4][N:3]=1.C(O[Na])(C)(C)C.[CH:15]1([NH2:18])[CH2:17][CH2:16]1, predict the reaction product. The product is: [CH:15]1([NH:18][C:2]2[CH:7]=[CH:6][C:5]([CH3:8])=[CH:4][N:3]=2)[CH2:17][CH2:16]1. (2) Given the reactants [Cl:1][C:2]1[CH:7]=[CH:6][C:5]([C:8]2[CH:13]=[CH:12][C:11]([CH3:14])=[C:10]([CH2:15][C:16]([OH:18])=O)[CH:9]=2)=[CH:4][CH:3]=1.S(Cl)([Cl:21])=O, predict the reaction product. The product is: [Cl:1][C:2]1[CH:7]=[CH:6][C:5]([C:8]2[CH:13]=[CH:12][C:11]([CH3:14])=[C:10]([CH2:15][C:16]([Cl:21])=[O:18])[CH:9]=2)=[CH:4][CH:3]=1. (3) Given the reactants Cl[CH2:2][C:3]1[CH:4]=[C:5]2[C:10](=[CH:11][CH:12]=1)[CH:9]=[C:8]([C:13]1[O:14][C:15]([CH2:18][S:19][CH2:20][CH2:21][O:22][C:23]3[CH:28]=[CH:27][CH:26]=[CH:25][CH:24]=3)=[N:16][N:17]=1)[CH:7]=[CH:6]2.[NH:29]1[CH2:34][CH2:33][CH2:32][CH2:31][CH2:30]1.CN(C)CC1C=CC2C(=CC=C(C3OC(CSCCOC4C=CC=CC=4)=NN=3)C=2)C=1, predict the reaction product. The product is: [O:22]([CH2:21][CH2:20][S:19][CH2:18][C:15]1[O:14][C:13]([C:8]2[CH:9]=[C:10]3[C:5](=[CH:6][CH:7]=2)[CH:4]=[C:3]([CH2:2][N:29]2[CH2:34][CH2:33][CH2:32][CH2:31][CH2:30]2)[CH:12]=[CH:11]3)=[N:17][N:16]=1)[C:23]1[CH:24]=[CH:25][CH:26]=[CH:27][CH:28]=1. (4) Given the reactants [C:1]1([C:20]2[CH:25]=[CH:24][CH:23]=[CH:22][CH:21]=2)[CH:6]=[CH:5][CH:4]=[CH:3][C:2]=1[CH2:7][C:8]1[NH:9][C:10](=[O:19])[C:11]([OH:18])=[C:12]([C:14](OC)=[O:15])[N:13]=1.[NH:26]1[CH2:30][CH2:29][CH2:28][CH2:27]1, predict the reaction product. The product is: [C:1]1([C:20]2[CH:25]=[CH:24][CH:23]=[CH:22][CH:21]=2)[CH:6]=[CH:5][CH:4]=[CH:3][C:2]=1[CH2:7][C:8]1[NH:9][C:10](=[O:19])[C:11]([OH:18])=[C:12]([C:14]([N:26]2[CH2:30][CH2:29][CH2:28][CH2:27]2)=[O:15])[N:13]=1. (5) Given the reactants [CH3:1][NH:2][C:3]([C:5]1[CH:6]=[C:7]([CH:12]=[C:13]([C:15]2[CH:20]=[CH:19][C:18]([CH3:21])=[CH:17][N:16]=2)[CH:14]=1)[C:8]([O:10][CH3:11])=[O:9])=O.COC1C=CC(P2(=S)SP(=S)(C3C=CC(OC)=CC=3)[S:31]2)=CC=1.ClCCl, predict the reaction product. The product is: [CH3:1][NH:2][C:3]([C:5]1[CH:6]=[C:7]([CH:12]=[C:13]([C:15]2[CH:20]=[CH:19][C:18]([CH3:21])=[CH:17][N:16]=2)[CH:14]=1)[C:8]([O:10][CH3:11])=[O:9])=[S:31]. (6) Given the reactants [C:1]([O:5][C:6]([N:8]1[CH2:13][CH2:12][CH:11]([O:14][C:15]2[CH:16]=[C:17]([CH:21]=[CH:22][CH:23]=2)[C:18](O)=[O:19])[CH2:10][CH2:9]1)=[O:7])([CH3:4])([CH3:3])[CH3:2].[NH2:24][C:25]1[CH:26]=[C:27]([NH:32][C:33](=[O:46])[C:34]2[CH:39]=[CH:38][CH:37]=[C:36]([N:40]3[CH2:45][CH2:44][CH2:43][CH2:42][CH2:41]3)[CH:35]=2)[CH:28]=[CH:29][C:30]=1[CH3:31], predict the reaction product. The product is: [CH3:31][C:30]1[CH:29]=[CH:28][C:27]([NH:32][C:33](=[O:46])[C:34]2[CH:39]=[CH:38][CH:37]=[C:36]([N:40]3[CH2:41][CH2:42][CH2:43][CH2:44][CH2:45]3)[CH:35]=2)=[CH:26][C:25]=1[NH:24][C:18](=[O:19])[C:17]1[CH:21]=[CH:22][CH:23]=[C:15]([O:14][CH:11]2[CH2:10][CH2:9][N:8]([C:6]([O:5][C:1]([CH3:3])([CH3:2])[CH3:4])=[O:7])[CH2:13][CH2:12]2)[CH:16]=1.